This data is from Peptide-MHC class II binding affinity with 134,281 pairs from IEDB. The task is: Regression. Given a peptide amino acid sequence and an MHC pseudo amino acid sequence, predict their binding affinity value. This is MHC class II binding data. (1) The binding affinity (normalized) is 0.911. The MHC is DRB1_0101 with pseudo-sequence DRB1_0101. The peptide sequence is YNLSLSAAVKAGACL. (2) The MHC is DRB1_0101 with pseudo-sequence DRB1_0101. The peptide sequence is ALTGAMRVTKDTNDN. The binding affinity (normalized) is 0.113. (3) The peptide sequence is GPVFTFLAYLVLDPL. The MHC is HLA-DQA10201-DQB10202 with pseudo-sequence HLA-DQA10201-DQB10202. The binding affinity (normalized) is 0.542. (4) The peptide sequence is LNKIVRMYSPVSILDI. The MHC is HLA-DPA10103-DPB10401 with pseudo-sequence HLA-DPA10103-DPB10401. The binding affinity (normalized) is 0.644. (5) The peptide sequence is AAATAGTTVYGKFAA. The MHC is HLA-DQA10401-DQB10402 with pseudo-sequence HLA-DQA10401-DQB10402. The binding affinity (normalized) is 0.239. (6) The peptide sequence is WGAIWRIDTPDKLTG. The MHC is DRB5_0101 with pseudo-sequence DRB5_0101. The binding affinity (normalized) is 0.482. (7) The peptide sequence is GDLYIFESRAICKYA. The MHC is DRB1_1101 with pseudo-sequence DRB1_1101. The binding affinity (normalized) is 0.521.